From a dataset of Drug-target binding data from BindingDB using IC50 measurements. Regression. Given a target protein amino acid sequence and a drug SMILES string, predict the binding affinity score between them. We predict pIC50 (pIC50 = -log10(IC50 in M); higher means more potent). Dataset: bindingdb_ic50. (1) The drug is Nc1cccc(Cn2nc(Oc3ccccc3)oc2=O)c1. The target protein (Q9BV23) has sequence MDLDVVNMFVIAGGTLAIPILAFVASFLLWPSALIRIYYWYWRRTLGMQVRYVHHEDYQFCYSFRGRPGHKPSILMLHGFSAHKDMWLSVVKFLPKNLHLVCVDMPGHEGTTRSSLDDLSIDGQVKRIHQFVECLKLNKKPFHLVGTSMGGQVAGVYAAYYPSDVSSLCLVCPAGLQYSTDNQFVQRLKELQGSAAVEKIPLIPSTPEEMSEMLQLCSYVRFKVPQQILQGLVDVRIPHNNFYRKLFLEIVSEKSRYSLHQNMDKIKVPTQIIWGKQDQVLDVSGADMLAKSIANCQVELLENCGHSVVMERPRKTAKLIIDFLASVHNTDNNKKLD. The pIC50 is 7.1. (2) The small molecule is CN1CCN(c2cc(C(=O)Nc3cccc(Nc4ccc5c(c4)NC(=O)/C5=C\c4ccc[nH]4)c3)cc(C(F)(F)F)c2)CC1. The target protein (P16056) has sequence MKAPTVLAPGILVLLLSLVQRSHGECKEALVKSEMNVNMKYQLPNFTAETPIQNVVLHGHHIYLGATNYIYVLNDKDLQKVSEFKTGPVLEHPDCLPCRDCSSKANSSGGVWKDNINMALLVDTYYDDQLISCGSVNRGTCQRHVLPPDNSADIQSEVHCMFSPEEESGQCPDCVVSALGAKVLLSEKDRFINFFVGNTINSSYPPGYSLHSISVRRLKETQDGFKFLTDQSYIDVLPEFLDSYPIKYIHAFESNHFIYFLTVQKETLDAQTFHTRIIRFCSVDSGLHSYMEMPLECILTEKRRKRSTREEVFNILQAAYVSKPGANLAKQIGASPSDDILFGVFAQSKPDSAEPVNRSAVCAFPIKYVNDFFNKIVNKNNVRCLQHFYGPNHEHCFNRTLLRNSSGCEARSDEYRTEFTTALQRVDLFMGRLNQVLLTSISTFIKGDLTIANLGTSEGRFMQVVLSRTAHLTPHVNFLLDSHPVSPEVIVEHPSNQNGY.... The pIC50 is 5.3. (3) The compound is Cc1c[nH]c2ncnc(-c3ccc(NC(=O)Nc4cccc(C(=O)NC(C)C)c4)cc3)c12. The target protein (P53669) has sequence MRLTLLCCTWREERMGEEGSELPVCASCSQSIYDGQYLQALNADWHADCFRCCECSTSLSHQYYEKDGQLFCKKDYWARYGESCHGCSEHITKGLVMVGGELKYHPECFICLACGNFIGDGDTYTLVEHSKLYCGQCYYQTVVTPVIEQILPDSPGSHLPHTVTLVSIPASAHGKRGLSVSIDPPHGPPGCGTEHSHTVRVQGVDPGCMSPDVKNSIHIGDRILEINGTPIRNVPLDEIDLLIQETSRLLQLTLEHDPHDSLGHGPVSDPSPLASPVHTPSGQAGSSARQKPVLRSCSIDTSPGAGSLVSPASQRKDLGRSESLRVVCRPHRIFRPSDLIHGEVLGKGCFGQAIKVTHRETGEVMVMKELIRFDEETQRTFLKEVKVMRCLEHPNVLKFIGVLYKDKRLNFITEYIKGGTLRGIIKSMDSQYPWSQRVSFAKDIASGMAYLHSMNIIHRDLNSHNCLVRENRNVVVADFGLARLMIDEKGQSEDLRSLKK.... The pIC50 is 6.0.